From a dataset of Full USPTO retrosynthesis dataset with 1.9M reactions from patents (1976-2016). Predict the reactants needed to synthesize the given product. (1) Given the product [CH2:10]([C:12]1[CH:13]=[CH:14][C:15]([O:16][C:17]2[CH:22]=[CH:21][C:20]([C:23]3[C:24]4=[N:29][S:6](=[O:8])(=[O:7])[CH2:5][CH2:4][N:25]4[CH:26]=[CH:27][CH:28]=3)=[CH:19][CH:18]=2)=[CH:30][CH:31]=1)[CH3:11], predict the reactants needed to synthesize it. The reactants are: [H-].[Na+].Cl[CH2:4][CH2:5][S:6](Cl)(=[O:8])=[O:7].[CH2:10]([C:12]1[CH:31]=[CH:30][C:15]([O:16][C:17]2[CH:22]=[CH:21][C:20]([C:23]3[C:24]([NH2:29])=[N:25][CH:26]=[CH:27][CH:28]=3)=[CH:19][CH:18]=2)=[CH:14][CH:13]=1)[CH3:11]. (2) Given the product [C:1]([C:3]1[CH:8]=[CH:7][C:6]([CH2:9][CH2:10][CH:11](/[CH:23]=[CH:24]/[C:25]2[CH:30]=[CH:29][CH:28]=[CH:27][C:26]=2[O:31][CH2:42][CH2:41][CH2:40][C:39]([F:45])([F:44])[F:38])[CH2:12][C:13]2[CH:14]=[CH:15][C:16]([C:17]([O:19][CH3:20])=[O:18])=[CH:21][CH:22]=2)=[CH:5][CH:4]=1)#[N:2], predict the reactants needed to synthesize it. The reactants are: [C:1]([C:3]1[CH:8]=[CH:7][C:6]([CH2:9][CH2:10][CH:11](/[CH:23]=[CH:24]/[C:25]2[CH:30]=[CH:29][CH:28]=[CH:27][C:26]=2[OH:31])[CH2:12][C:13]2[CH:22]=[CH:21][C:16]([C:17]([O:19][CH3:20])=[O:18])=[CH:15][CH:14]=2)=[CH:5][CH:4]=1)#[N:2].C(=O)([O-])[O-].[K+].[K+].[F:38][C:39]([F:45])([F:44])[CH2:40][CH2:41][CH2:42]Br. (3) Given the product [CH3:15][Si:14]([CH3:17])([CH3:16])[CH2:13][CH2:12][S:9]([N:8]1[CH:20]=[CH:21][C:22](=[O:24])[CH2:23][CH:7]1[C:3]1[CH:2]=[N:1][CH:6]=[CH:5][CH:4]=1)(=[O:11])=[O:10], predict the reactants needed to synthesize it. The reactants are: [N:1]1[CH:6]=[CH:5][CH:4]=[C:3]([CH:7]=[N:8][S:9]([CH2:12][CH2:13][Si:14]([CH3:17])([CH3:16])[CH3:15])(=[O:11])=[O:10])[CH:2]=1.CO/[CH:20]=[CH:21]/[C:22]([O:24][Si](C)(C)C)=[CH2:23]. (4) The reactants are: [Cl:1][C:2]1[CH:7]=[CH:6][N:5]2[N:8]=[C:9]([C:16]3[CH:21]=[CH:20][C:19]([F:22])=[CH:18][CH:17]=3)[C:10]([C:11](=O)[C:12]#[C:13]C)=[C:4]2[CH:3]=1.Cl.[CH:24]1([NH:29][C:30]([NH2:32])=[NH:31])[CH2:28][CH2:27][CH2:26][CH2:25]1.C(=O)([O-])[O-].[K+].[K+].O. Given the product [Cl:1][C:2]1[CH:7]=[CH:6][N:5]2[N:8]=[C:9]([C:16]3[CH:17]=[CH:18][C:19]([F:22])=[CH:20][CH:21]=3)[C:10]([C:11]3[CH:12]=[CH:13][N:32]=[C:30]([NH:29][CH:24]4[CH2:28][CH2:27][CH2:26][CH2:25]4)[N:31]=3)=[C:4]2[CH:3]=1, predict the reactants needed to synthesize it. (5) Given the product [NH2:1][C:2]1[CH:11]=[C:10]2[C:5]([CH2:6][CH2:7][CH:8]([C:12]([O:14][CH2:15][CH3:16])=[O:13])[O:9]2)=[CH:4][CH:3]=1, predict the reactants needed to synthesize it. The reactants are: [NH2:1][C:2]1[CH:11]=[C:10]2[C:5]([C:6](=O)[CH:7]=[C:8]([C:12]([O:14][CH2:15][CH3:16])=[O:13])[O:9]2)=[CH:4][CH:3]=1. (6) Given the product [CH:1]([C:4]1[CH:5]=[C:6]([C:12]([NH:14][C:15]2[O:19][C:18]([C:20]([OH:22])=[O:21])=[CH:17][CH:16]=2)=[O:13])[O:7][C:8]=1[CH:9]([CH3:11])[CH3:10])([CH3:2])[CH3:3], predict the reactants needed to synthesize it. The reactants are: [CH:1]([C:4]1[CH:5]=[C:6]([C:12]([NH:14][C:15]2[O:19][C:18]([C:20]([O:22]C)=[O:21])=[CH:17][CH:16]=2)=[O:13])[O:7][C:8]=1[CH:9]([CH3:11])[CH3:10])([CH3:3])[CH3:2].[OH-].[Li+].